This data is from Catalyst prediction with 721,799 reactions and 888 catalyst types from USPTO. The task is: Predict which catalyst facilitates the given reaction. (1) Reactant: N#N.Br[C:4]1[CH:5]=[C:6]([C:9]2([CH3:14])[O:13][CH2:12][CH2:11][O:10]2)[S:7][CH:8]=1.[Li]CCCC.CN([CH:23]=[O:24])C. Product: [CH3:14][C:9]1([C:6]2[S:7][CH:8]=[C:4]([CH:23]=[O:24])[CH:5]=2)[O:13][CH2:12][CH2:11][O:10]1. The catalyst class is: 788. (2) Reactant: [C:1]1([C@H:7]([NH:9][C:10]2[C:15]([N+:16]([O-])=O)=[CH:14][N:13]=[C:12]([C:19]3[CH:28]=[CH:27][CH:26]=[C:25]4[C:20]=3[CH:21]=[CH:22][CH:23]=[N:24]4)[CH:11]=2)[CH3:8])[CH:6]=[CH:5][CH:4]=[CH:3][CH:2]=1.[C:1]1([C@H:7]([NH:9][C:10]2[CH:11]=[C:12]([C:19]3[CH:28]=[CH:27][CH:26]=[C:25]4[C:20]=3[CH:21]=[CH:22][CH:23]=[N:24]4)[N:13]=[CH:14][C:15]=2[NH2:16])[CH3:8])[CH:2]=[CH:3][CH:4]=[CH:5][CH:6]=1.[H][H].[CH2:57]([OH:59])C. Product: [C:1]1([C@H:7]([N:9]2[C:10]3[CH:11]=[C:12]([C:19]4[CH:28]=[CH:27][CH:26]=[C:25]5[C:20]=4[CH:21]=[CH:22][CH:23]=[N:24]5)[N:13]=[CH:14][C:15]=3[NH:16][C:57]2=[O:59])[CH3:8])[CH:6]=[CH:5][CH:4]=[CH:3][CH:2]=1. The catalyst class is: 45. (3) Reactant: [Br:1][C:2]1[CH:3]=[C:4]2[C:9]3=[C:10]([N:12]([CH3:15])[C:13](=[O:14])[N:8]3[CH:7]([C:16]([O:18]C)=[O:17])[CH2:6][CH2:5]2)[CH:11]=1.CO.[OH-].[Li+].Cl. Product: [Br:1][C:2]1[CH:3]=[C:4]2[C:9]3=[C:10]([N:12]([CH3:15])[C:13](=[O:14])[N:8]3[CH:7]([C:16]([OH:18])=[O:17])[CH2:6][CH2:5]2)[CH:11]=1. The catalyst class is: 30. (4) Reactant: [Cl:1][C:2]1[CH:3]=[C:4]([N:8]2[C:12]([C:13]3[CH:18]=[CH:17][CH:16]=[C:15]([OH:19])[CH:14]=3)=[CH:11][C:10]([C:20]([O:22][CH2:23][CH3:24])=[O:21])=[N:9]2)[CH:5]=[CH:6][CH:7]=1.C(=O)([O-])[O-].[K+].[K+].Br[CH2:32][CH2:33][OH:34]. Product: [Cl:1][C:2]1[CH:3]=[C:4]([N:8]2[C:12]([C:13]3[CH:18]=[CH:17][CH:16]=[C:15]([O:19][CH2:32][CH2:33][OH:34])[CH:14]=3)=[CH:11][C:10]([C:20]([O:22][CH2:23][CH3:24])=[O:21])=[N:9]2)[CH:5]=[CH:6][CH:7]=1. The catalyst class is: 21. (5) Reactant: FC(F)(F)C(O)=O.[CH2:8]([O:12][C:13]1[N:21]=[C:20]2[C:16]([N:17]=[C:18]([O:22][CH3:23])[NH:19]2)=[C:15]([NH2:24])[N:14]=1)[CH2:9][CH2:10][CH3:11].C(=O)([O-])[O-].[K+].[K+].Br[CH2:32][CH:33]1[CH2:38][CH2:37][O:36][CH2:35][CH2:34]1.O. Product: [CH2:8]([O:12][C:13]1[N:21]=[C:20]2[C:16]([N:17]=[C:18]([O:22][CH3:23])[N:19]2[CH2:32][CH:33]2[CH2:38][CH2:37][O:36][CH2:35][CH2:34]2)=[C:15]([NH2:24])[N:14]=1)[CH2:9][CH2:10][CH3:11]. The catalyst class is: 3.